This data is from Catalyst prediction with 721,799 reactions and 888 catalyst types from USPTO. The task is: Predict which catalyst facilitates the given reaction. (1) Reactant: [F:1][C:2]1[CH:3]=[C:4]([NH:8][C:9]([C:11]2[NH:12][C:13]3[C:18]([CH:19]=2)=[CH:17][C:16]([CH:20]2[CH2:24][CH2:23][NH:22][CH2:21]2)=[CH:15][CH:14]=3)=[O:10])[CH:5]=[N:6][CH:7]=1.C(N(CC)C(C)C)(C)C.[F:34][C:35]1[CH:40]=[CH:39][C:38]([S:41](Cl)(=[O:43])=[O:42])=[CH:37][CH:36]=1. Product: [F:34][C:35]1[CH:40]=[CH:39][C:38]([S:41]([N:22]2[CH2:23][CH2:24][CH:20]([C:16]3[CH:17]=[C:18]4[C:13](=[CH:14][CH:15]=3)[NH:12][C:11]([C:9]([NH:8][C:4]3[CH:5]=[N:6][CH:7]=[C:2]([F:1])[CH:3]=3)=[O:10])=[CH:19]4)[CH2:21]2)(=[O:43])=[O:42])=[CH:37][CH:36]=1. The catalyst class is: 514. (2) Reactant: CN(CCN(C)C)C.C([Li])CCC.[F:14][C:15]1[CH:16]=[N:17][CH:18]=[CH:19][CH:20]=1.CN([CH:24]=[O:25])C. Product: [F:14][C:15]1[CH:16]=[N:17][CH:18]=[CH:19][C:20]=1[CH:24]=[O:25]. The catalyst class is: 1. (3) Reactant: [Cl:1][C:2]1[CH:3]=[C:4]([CH2:8][C:9]#[N:10])[CH:5]=[CH:6][CH:7]=1.Cl.[O:12]1CCO[CH2:14][CH2:13]1. Product: [ClH:1].[Cl:1][C:2]1[CH:3]=[C:4]([CH2:8][C:9](=[NH:10])[O:12][CH2:13][CH3:14])[CH:5]=[CH:6][CH:7]=1. The catalyst class is: 8. (4) Reactant: Cl.[CH3:2][NH:3][O:4][CH3:5].[F:6][C:7]([F:18])([F:17])[C:8]1[CH:9]=[C:10]([CH:14]=[CH:15][CH:16]=1)[C:11](Cl)=[O:12].C(N(CC)CC)C. Product: [CH3:5][O:4][N:3]([CH3:2])[C:11](=[O:12])[C:10]1[CH:14]=[CH:15][CH:16]=[C:8]([C:7]([F:18])([F:17])[F:6])[CH:9]=1. The catalyst class is: 22. (5) Reactant: [C:9](O[C:9]([O:11][C:12]([CH3:15])([CH3:14])[CH3:13])=[O:10])([O:11][C:12]([CH3:15])([CH3:14])[CH3:13])=[O:10].[CH:16]1([CH2:24][NH2:25])[CH2:21][CH2:20][CH:19]([CH2:22][NH2:23])[CH2:18][CH2:17]1. Product: [C:12]([O:11][C:9](=[O:10])[NH:23][CH2:22][CH:19]1[CH2:20][CH2:21][CH:16]([CH2:24][NH:25][C:9]([O:11][C:12]([CH3:15])([CH3:14])[CH3:13])=[O:10])[CH2:17][CH2:18]1)([CH3:13])([CH3:14])[CH3:15]. The catalyst class is: 2. (6) Reactant: [F:1][C:2]1[CH:7]=[CH:6][C:5]([CH:8]2[CH2:13][CH2:12][N:11]([C:14]([O:16][CH2:17][CH2:18][Si:19]([CH3:22])([CH3:21])[CH3:20])=[O:15])[CH2:10][CH:9]2[O:23][CH2:24][C:25]2[CH:34]=[C:33]([O:35]COCC[Si](C)(C)C)[C:32]3[C:27](=[CH:28][CH:29]=[CH:30][CH:31]=3)[CH:26]=2)=[CH:4][CH:3]=1.Cl. Product: [F:1][C:2]1[CH:7]=[CH:6][C:5]([CH:8]2[CH2:13][CH2:12][N:11]([C:14]([O:16][CH2:17][CH2:18][Si:19]([CH3:21])([CH3:22])[CH3:20])=[O:15])[CH2:10][CH:9]2[O:23][CH2:24][C:25]2[CH:34]=[C:33]([OH:35])[C:32]3[C:27](=[CH:28][CH:29]=[CH:30][CH:31]=3)[CH:26]=2)=[CH:4][CH:3]=1. The catalyst class is: 5.